Dataset: Peptide-MHC class I binding affinity with 185,985 pairs from IEDB/IMGT. Task: Regression. Given a peptide amino acid sequence and an MHC pseudo amino acid sequence, predict their binding affinity value. This is MHC class I binding data. (1) The peptide sequence is YSQGAFTPL. The MHC is HLA-B15:01 with pseudo-sequence HLA-B15:01. The binding affinity (normalized) is 0.652. (2) The peptide sequence is TAVPWNASW. The MHC is HLA-B35:01 with pseudo-sequence HLA-B35:01. The binding affinity (normalized) is 0.250.